Dataset: Experimentally validated miRNA-target interactions with 360,000+ pairs, plus equal number of negative samples. Task: Binary Classification. Given a miRNA mature sequence and a target amino acid sequence, predict their likelihood of interaction. (1) The miRNA is hsa-miR-562 with sequence AAAGUAGCUGUACCAUUUGC. The protein sequence of the target gene is MEALSRAGQEMSLAALKQHDPYITSIADLTGQVALYTFCPKANQWEKTDIEGTLFVYRRSASPYHGFTIVNRLNMHNLVEPVNKDLEFQLHEPFLLYRNASLSIYSIWFYDKNDCHRIAKLMADVVEEETRRSQQAARDKQSPSQANGCSDHRPIDILEMLSRAKDEYERNQMGDSNISSPGLQPSTQLSNLGSTETLEEMPSGSQDKSAPSGHKHLTVEELFGTSLPKEQPAVVGLDSEEMERLPGDASQKEPNSFLPFPFEQLGGAPQSETLGVPSAAHHSVQPEITTPVLITPASIT.... Result: 1 (interaction). (2) Result: 0 (no interaction). The protein sequence of the target gene is MEDEMPKTLYVGNLSRDVTEALILQLFSQIGPCKNCKMIMDTAGNDPYCFVEFHEHRHAAAALAAMNGRKIMGKEVKVNWATTPSSQKKDTSSSTVVSTQRSQDHFHVFVGDLSPEITTEDIKAAFAPFGRISDARVVKDMATGKSKGYGFVSFFNKWDAENAIQQMGGQWLGGRQIRTNWATRKPPAPKSTYESNTKQLSYDEVVSQSSPNNCTVYCGGVTSGLTEQLMRQTFSPFGQIMEIRVFPDKGYSFVRFSSHESAAHAIVSVNGTTIEGHVVKCYWGKETLDMINPVQQQNQI.... The miRNA is hsa-miR-200b-3p with sequence UAAUACUGCCUGGUAAUGAUGA.